From a dataset of Experimentally validated miRNA-target interactions with 360,000+ pairs, plus equal number of negative samples. Binary Classification. Given a miRNA mature sequence and a target amino acid sequence, predict their likelihood of interaction. The miRNA is hsa-miR-3117-5p with sequence AGACACUAUACGAGUCAUAU. The protein sequence of the target gene is MSSAPTTPPSVDKVDGFSRKSVRKARQKRSQSSSQFRSQGKPIELTPLPLLKDVPTSEQPELFLKKLQQCCVIFDFMDTLSDLKMKEYKRSTLNELVDYITISRGCLTEQTYPEVVRMVSCNIFRTLPPSDSNEFDPEEDEPTLEASWPHLQLVYEFFIRFLESQEFQPSIAKKYIDQKFVLQLLELFDSEDPRERDYLKTVLHRIYGKFLGLRAFIRKQINNIFLRFVYETEHFNGVAELLEILGSIINGFALPLKAEHKQFLVKVLIPLHTVRSLSLFHAQLAYCIVQFLEKDPSLTE.... Result: 0 (no interaction).